From a dataset of Catalyst prediction with 721,799 reactions and 888 catalyst types from USPTO. Predict which catalyst facilitates the given reaction. (1) Reactant: Cl[C:2]1[CH:7]=[C:6]([Cl:8])[N:5]=[C:4]([NH2:9])[N:3]=1.[NH:10]1[CH2:13][CH2:12][CH2:11]1.C(N(CC)CC)C. Product: [N:10]1([C:2]2[CH:7]=[C:6]([Cl:8])[N:5]=[C:4]([NH2:9])[N:3]=2)[CH2:13][CH2:12][CH2:11]1. The catalyst class is: 5. (2) Reactant: [OH-].[Na+].[O:3]=[C:4]1[C:10]2=[CH:11][C:12]3[CH:13]=[CH:14][C:15]([C:18]([O:20]CC)=[O:19])=[CH:16][C:17]=3[N:9]2[CH2:8][C:7]2([CH2:24][CH2:23]2)[CH2:6][NH:5]1.C(O)(=O)C. Product: [O:3]=[C:4]1[C:10]2=[CH:11][C:12]3[CH:13]=[CH:14][C:15]([C:18]([OH:20])=[O:19])=[CH:16][C:17]=3[N:9]2[CH2:8][C:7]2([CH2:23][CH2:24]2)[CH2:6][NH:5]1. The catalyst class is: 97. (3) Reactant: [CH3:1][C:2]1[S:3][C:4]([C:10]2[CH:15]=[CH:14][CH:13]=[CH:12][CH:11]=2)=[CH:5][C:6]=1[C:7](=[O:9])[CH3:8].[Li+].[BH4-]. Product: [CH3:1][C:2]1[S:3][C:4]([C:10]2[CH:15]=[CH:14][CH:13]=[CH:12][CH:11]=2)=[CH:5][C:6]=1[CH:7]([OH:9])[CH3:8]. The catalyst class is: 1. (4) Reactant: F[C:2]1[N:7]2[CH:8]=[C:9]([CH2:11][N:12]3[C@H:25]4[C@H:16]([CH2:17][CH2:18][C:19]5[C:24]4=[N:23][CH:22]=[CH:21][CH:20]=5)[CH2:15][CH2:14][CH2:13]3)[N:10]=[C:6]2[CH:5]=[CH:4][CH:3]=1.[NH:26]1[CH2:31][CH2:30][CH:29]([NH:32][C:33](=[O:39])[O:34][C:35]([CH3:38])([CH3:37])[CH3:36])[CH2:28][CH2:27]1.O. Product: [N:12]1([CH2:11][C:9]2[N:10]=[C:6]3[CH:5]=[CH:4][CH:3]=[C:2]([N:26]4[CH2:27][CH2:28][CH:29]([NH:32][C:33](=[O:39])[O:34][C:35]([CH3:37])([CH3:36])[CH3:38])[CH2:30][CH2:31]4)[N:7]3[CH:8]=2)[C@H:25]2[C@H:16]([CH2:17][CH2:18][C:19]3[C:24]2=[N:23][CH:22]=[CH:21][CH:20]=3)[CH2:15][CH2:14][CH2:13]1. The catalyst class is: 60. (5) Reactant: O[C:2]1[CH:6]=[CH:5][S:4][CH:3]=1.[Cl:7][C:8]1[N:16]=[C:15]2[C:11]([NH:12][CH:13]=[N:14]2)=[C:10]([Cl:17])[N:9]=1.C1(P(C2C=CC=CC=2)C2C=CC=CC=2)C=CC=CC=1.CCOC(/N=N/C(OCC)=O)=O. Product: [Cl:7][C:8]1[N:16]=[C:15]2[C:11]([N:12]=[CH:13][N:14]2[CH:2]2[CH2:6][CH2:5][S:4][CH2:3]2)=[C:10]([Cl:17])[N:9]=1. The catalyst class is: 7. (6) Reactant: [Cl:1][C:2]1[CH:29]=[CH:28][C:5]([CH2:6][N:7]([CH2:19][C:20]2[CH:25]=[CH:24][C:23]([Cl:26])=[C:22]([Cl:27])[CH:21]=2)[C:8](=[O:18])[CH:9]=[C:10]2[C:14](=[O:15])[O:13]C(C)(C)[O:11]2)=[CH:4][CH:3]=1. Product: [Cl:1][C:2]1[CH:29]=[CH:28][C:5]([CH2:6][N:7]([CH2:19][C:20]2[CH:25]=[CH:24][C:23]([Cl:26])=[C:22]([Cl:27])[CH:21]=2)[C:8]([CH:9]=[C:10]([OH:11])[C:14]([OH:15])=[O:13])=[O:18])=[CH:4][CH:3]=1. The catalyst class is: 81. (7) The catalyst class is: 8. Reactant: O=C1C2C(=CC=CC=2)C(=O)[N:3]1[O:12][CH2:13][C:14]([O:16][C:17]([CH3:20])([CH3:19])[CH3:18])=[O:15].NN. Product: [NH2:3][O:12][CH2:13][C:14]([O:16][C:17]([CH3:20])([CH3:19])[CH3:18])=[O:15]. (8) Reactant: C(N(CC)CC)C.[F:8][C:9]([F:15])([F:14])[S:10]([O-:13])(=[O:12])=[O:11].[Fe+2:16].C(#N)C.C(#N)C.C(#N)C.C(#N)C.C(#N)C.C(#N)C.FC(F)(F)S([O-])(=O)=O.[S-]C#N.[Na+].[K+].[Br-].C(OOC(C)(C)C)(C)(C)C. Product: [F:8][C:9]([F:15])([F:14])[S:10]([O-:13])(=[O:12])=[O:11].[Fe+2:16].[F:8][C:9]([F:15])([F:14])[S:10]([O-:13])(=[O:12])=[O:11]. The catalyst class is: 47. (9) Reactant: [F:1][C:2]1[CH:7]=[CH:6][C:5]([CH:8]2[CH2:12][CH2:11][N:10]([CH2:13][C:14]([OH:16])=O)[C:9]2=[O:17])=[CH:4][CH:3]=1.Br.[F:19][C:20]([F:31])([F:30])[C:21]1[CH:22]=[C:23]2[C:27](=[CH:28][CH:29]=1)[CH2:26][NH:25][CH2:24]2.C(N=C=NCCCN(C)C)C. Product: [F:1][C:2]1[CH:3]=[CH:4][C:5]([CH:8]2[CH2:12][CH2:11][N:10]([CH2:13][C:14](=[O:16])[N:25]3[CH2:24][C:23]4[C:27](=[CH:28][CH:29]=[C:21]([C:20]([F:19])([F:31])[F:30])[CH:22]=4)[CH2:26]3)[C:9]2=[O:17])=[CH:6][CH:7]=1. The catalyst class is: 4. (10) Reactant: [Br:1][C:2]1[CH:7]=[CH:6][C:5]([S:8]([N:11]2[CH2:16][CH2:15][C:14]([CH2:18][NH:19][CH:20]3[CH2:22][CH2:21]3)([OH:17])[CH:13]([F:23])[CH2:12]2)(=[O:10])=[O:9])=[CH:4][CH:3]=1.[Cl:24][CH2:25][C:26](Cl)=[O:27].CCN(C(C)C)C(C)C. Product: [Br:1][C:2]1[CH:7]=[CH:6][C:5]([S:8]([N:11]2[CH2:16][CH2:15][C:14]([CH2:18][N:19]([CH:20]3[CH2:22][CH2:21]3)[C:26](=[O:27])[CH2:25][Cl:24])([OH:17])[CH:13]([F:23])[CH2:12]2)(=[O:9])=[O:10])=[CH:4][CH:3]=1. The catalyst class is: 2.